From a dataset of Peptide-MHC class II binding affinity with 134,281 pairs from IEDB. Regression. Given a peptide amino acid sequence and an MHC pseudo amino acid sequence, predict their binding affinity value. This is MHC class II binding data. (1) The peptide sequence is YGVEGTKTPVSPGEM. The binding affinity (normalized) is 0.464. The MHC is HLA-DQA10501-DQB10303 with pseudo-sequence HLA-DQA10501-DQB10303. (2) The MHC is DRB1_1001 with pseudo-sequence DRB1_1001. The binding affinity (normalized) is 0.174. The peptide sequence is FEIKCTKPEACSGEP. (3) The peptide sequence is ALRIIAGTPEVHAVK. The MHC is DRB1_0901 with pseudo-sequence DRB1_0901. The binding affinity (normalized) is 0.424. (4) The peptide sequence is YDKFLANVSTTLTGK. The MHC is DRB1_0404 with pseudo-sequence DRB1_0404. The binding affinity (normalized) is 0.749. (5) The binding affinity (normalized) is 0.651. The peptide sequence is LCAGQLLLMRTTWAF. The MHC is DRB1_0401 with pseudo-sequence DRB1_0401. (6) The peptide sequence is VLTYNGKRLEPNWAS. The MHC is DRB4_0101 with pseudo-sequence DRB4_0103. The binding affinity (normalized) is 0.0487. (7) The peptide sequence is PIEHIASMRRNYFTA. The MHC is DRB1_1501 with pseudo-sequence DRB1_1501. The binding affinity (normalized) is 0.179. (8) The peptide sequence is GGRLAFQEFMIVPSG. The MHC is DRB1_0405 with pseudo-sequence DRB1_0405. The binding affinity (normalized) is 0.366. (9) The peptide sequence is GELQIVDKIDTAFKI. The MHC is DRB1_0404 with pseudo-sequence DRB1_0404. The binding affinity (normalized) is 0.213. (10) The peptide sequence is SKKDKFVAANAGGTV. The MHC is DRB1_0901 with pseudo-sequence DRB1_0901. The binding affinity (normalized) is 0.774.